Dataset: Forward reaction prediction with 1.9M reactions from USPTO patents (1976-2016). Task: Predict the product of the given reaction. Given the reactants [CH3:1][N:2]1[C:7](=[O:8])[CH:6]=[CH:5][C:4]([C:9]2[S:13][C:12]([C:14](OCC)=[O:15])=[N:11][C:10]=2[C:19]2[CH:24]=[CH:23][CH:22]=[CH:21][CH:20]=2)=[N:3]1.CC(C)([O-])C.[K+].O.C([NH2:34])=O, predict the reaction product. The product is: [CH3:1][N:2]1[C:7](=[O:8])[CH:6]=[CH:5][C:4]([C:9]2[S:13][C:12]([C:14]([NH2:34])=[O:15])=[N:11][C:10]=2[C:19]2[CH:24]=[CH:23][CH:22]=[CH:21][CH:20]=2)=[N:3]1.